This data is from NCI-60 drug combinations with 297,098 pairs across 59 cell lines. The task is: Regression. Given two drug SMILES strings and cell line genomic features, predict the synergy score measuring deviation from expected non-interaction effect. (1) Drug 1: CC1CCC2CC(C(=CC=CC=CC(CC(C(=O)C(C(C(=CC(C(=O)CC(OC(=O)C3CCCCN3C(=O)C(=O)C1(O2)O)C(C)CC4CCC(C(C4)OC)OCCO)C)C)O)OC)C)C)C)OC. Drug 2: CC1CCCC2(C(O2)CC(NC(=O)CC(C(C(=O)C(C1O)C)(C)C)O)C(=CC3=CSC(=N3)C)C)C. Cell line: CCRF-CEM. Synergy scores: CSS=53.9, Synergy_ZIP=3.02, Synergy_Bliss=1.98, Synergy_Loewe=-6.73, Synergy_HSA=1.14. (2) Drug 1: C1=NC2=C(N1)C(=S)N=C(N2)N. Drug 2: C1CN(P(=O)(OC1)NCCCl)CCCl. Cell line: PC-3. Synergy scores: CSS=20.0, Synergy_ZIP=-9.93, Synergy_Bliss=-0.925, Synergy_Loewe=-28.0, Synergy_HSA=-1.31. (3) Drug 1: CC1C(C(CC(O1)OC2CC(OC(C2O)C)OC3=CC4=CC5=C(C(=O)C(C(C5)C(C(=O)C(C(C)O)O)OC)OC6CC(C(C(O6)C)O)OC7CC(C(C(O7)C)O)OC8CC(C(C(O8)C)O)(C)O)C(=C4C(=C3C)O)O)O)O. Drug 2: CCCCCOC(=O)NC1=NC(=O)N(C=C1F)C2C(C(C(O2)C)O)O. Cell line: OVCAR-5. Synergy scores: CSS=18.3, Synergy_ZIP=1.25, Synergy_Bliss=-0.381, Synergy_Loewe=-45.6, Synergy_HSA=-1.10.